From a dataset of Reaction yield outcomes from USPTO patents with 853,638 reactions. Predict the reaction yield, written as a fraction of the theoretical maximum amount of product (1.0 means a 100% yield; for example, 0.34 means a 34% yield). (1) The reactants are [NH2:1][C:2]1[C:7]([CH3:8])=[CH:6][CH:5]=[CH:4][C:3]=1[OH:9].CO[CH:12]1[CH2:16][CH2:15][CH:14](OC)O1. The catalyst is C(O)(=O)C. The product is [CH3:8][C:7]1[C:2]([N:1]2[CH:12]=[CH:16][CH:15]=[CH:14]2)=[C:3]([OH:9])[CH:4]=[CH:5][CH:6]=1. The yield is 0.830. (2) The reactants are [C:1]([O:4][CH2:5][C@@H:6]1[C@@H:13]2[C@@H:9]([O:10][C:11]([CH3:15])([CH3:14])[O:12]2)[C@H:8]([N:16]2[CH:24]=[N:23][C:22]3[C:17]2=[N:18][CH:19]=[N:20][C:21]=3Br)[O:7]1)(=[O:3])[CH3:2].C([Sn](CCCC)(CCCC)[C:31]1[O:32][CH:33]=[CH:34][CH:35]=1)CCC. The catalyst is CN(C=O)C.Cl[Pd](Cl)([P](C1C=CC=CC=1)(C1C=CC=CC=1)C1C=CC=CC=1)[P](C1C=CC=CC=1)(C1C=CC=CC=1)C1C=CC=CC=1. The product is [C:1]([O:4][CH2:5][C@@H:6]1[C@@H:13]2[C@@H:9]([O:10][C:11]([CH3:15])([CH3:14])[O:12]2)[C@H:8]([N:16]2[CH:24]=[N:23][C:22]3[C:17]2=[N:18][CH:19]=[N:20][C:21]=3[C:31]2[O:32][CH:33]=[CH:34][CH:35]=2)[O:7]1)(=[O:3])[CH3:2]. The yield is 0.780.